Dataset: Forward reaction prediction with 1.9M reactions from USPTO patents (1976-2016). Task: Predict the product of the given reaction. (1) Given the reactants [C:1]1([C:7]2([OH:13])[CH2:12][CH2:11][NH:10][CH2:9][CH2:8]2)[CH:6]=[CH:5][CH:4]=[CH:3][CH:2]=1.[O:14]=[C:15]1[C:20]2[S:21][CH:22]=[C:23]([S:24](Cl)(=[O:26])=[O:25])[C:19]=2[CH2:18][CH2:17][CH2:16]1, predict the reaction product. The product is: [OH:13][C:7]1([C:1]2[CH:2]=[CH:3][CH:4]=[CH:5][CH:6]=2)[CH2:12][CH2:11][N:10]([S:24]([C:23]2[C:19]3[CH2:18][CH2:17][CH2:16][C:15](=[O:14])[C:20]=3[S:21][CH:22]=2)(=[O:25])=[O:26])[CH2:9][CH2:8]1. (2) Given the reactants Cl.Cl.[NH:3]1[CH2:8][CH2:7][CH:6]([N:9]2[C:17]3[C:12](=[N:13][CH:14]=[CH:15][CH:16]=3)[NH:11][C:10]2=[O:18])[CH2:5][CH2:4]1.Cl[C:20]1[N:25]=[CH:24][N:23]=[C:22]([C:26]([C:28]2[CH:39]=[C:38]([CH3:40])[C:31]3[N:32]([CH2:36][CH3:37])[C:33](=[O:35])[O:34][C:30]=3[CH:29]=2)=[O:27])[CH:21]=1.CCN(C(C)C)C(C)C, predict the reaction product. The product is: [CH2:36]([N:32]1[C:31]2[C:38]([CH3:40])=[CH:39][C:28]([C:26]([C:22]3[N:23]=[CH:24][N:25]=[C:20]([N:3]4[CH2:4][CH2:5][CH:6]([N:9]5[C:17]6[C:12](=[N:13][CH:14]=[CH:15][CH:16]=6)[NH:11][C:10]5=[O:18])[CH2:7][CH2:8]4)[CH:21]=3)=[O:27])=[CH:29][C:30]=2[O:34][C:33]1=[O:35])[CH3:37]. (3) Given the reactants [C:1]([O:5][C:6]([N:8]1[CH2:12][CH:11]([OH:13])[CH2:10][CH:9]1[C:14]([CH3:22])([CH3:21])[O:15][SiH2:16][C:17]([CH3:20])([CH3:19])[CH3:18])=[O:7])([CH3:4])([CH3:3])[CH3:2].C(N(CC)CC)C.[CH3:30][S:31](Cl)(=[O:33])=[O:32].Cl, predict the reaction product. The product is: [C:1]([O:5][C:6]([N:8]1[CH2:12][CH:11]([O:13][S:31]([CH3:30])(=[O:33])=[O:32])[CH2:10][CH:9]1[C:14]([CH3:22])([CH3:21])[O:15][SiH2:16][C:17]([CH3:20])([CH3:19])[CH3:18])=[O:7])([CH3:4])([CH3:3])[CH3:2].